From a dataset of Blood-brain barrier penetration binary classification data from Martins et al.. Regression/Classification. Given a drug SMILES string, predict its absorption, distribution, metabolism, or excretion properties. Task type varies by dataset: regression for continuous measurements (e.g., permeability, clearance, half-life) or binary classification for categorical outcomes (e.g., BBB penetration, CYP inhibition). Dataset: bbb_martins. The molecule is CCc1ccccc1. The result is 1 (penetrates BBB).